This data is from Catalyst prediction with 721,799 reactions and 888 catalyst types from USPTO. The task is: Predict which catalyst facilitates the given reaction. Reactant: [N:1]1([CH2:6][C:7]2[CH:21]=[CH:20][C:10]([CH2:11][N:12]3[CH:16]=[C:15]([C:17]([OH:19])=O)[N:14]=[CH:13]3)=[CH:9][CH:8]=2)[CH:5]=[CH:4][CH:3]=[N:2]1.[C:22]([O:26][C:27](=[O:39])[NH:28][C:29]1[CH:34]=[C:33]([CH3:35])[C:32]([CH2:36][NH2:37])=[C:31]([CH3:38])[N:30]=1)([CH3:25])([CH3:24])[CH3:23].CN(C(ON1N=NC2C=CC=NC1=2)=[N+](C)C)C.F[P-](F)(F)(F)(F)F.CCN(C(C)C)C(C)C. Product: [C:22]([O:26][C:27](=[O:39])[NH:28][C:29]1[CH:34]=[C:33]([CH3:35])[C:32]([CH2:36][NH:37][C:17]([C:15]2[N:14]=[CH:13][N:12]([CH2:11][C:10]3[CH:9]=[CH:8][C:7]([CH2:6][N:1]4[CH:5]=[CH:4][CH:3]=[N:2]4)=[CH:21][CH:20]=3)[CH:16]=2)=[O:19])=[C:31]([CH3:38])[N:30]=1)([CH3:25])([CH3:24])[CH3:23]. The catalyst class is: 3.